This data is from Catalyst prediction with 721,799 reactions and 888 catalyst types from USPTO. The task is: Predict which catalyst facilitates the given reaction. Reactant: [Cl:1][C:2]1[CH:7]=[CH:6][C:5]([C:8]2[N:9]=[C:10]([NH2:23])[S:11][C:12]=2[CH2:13][N:14]2[CH2:19][CH2:18][CH2:17][C:16]([O:21][CH3:22])([CH3:20])[CH2:15]2)=[CH:4][C:3]=1[C:24]([F:27])([F:26])[F:25].[CH2:28]([O:30][C:31]([CH:33]1[CH2:38][CH2:37][N:36]([C:39]2[N:40]=[CH:41][C:42]([C:45](O)=[O:46])=[N:43][CH:44]=2)[CH2:35][CH2:34]1)=[O:32])[CH3:29].F[P-](F)(F)(F)(F)F.C(/C(=N/OC(N1CCOCC1)=[N+](C)C)/C(OCC)=O)#N.C(N(C(C)C)CC)(C)C. Product: [Cl:1][C:2]1[CH:7]=[CH:6][C:5]([C:8]2[N:9]=[C:10]([NH:23][C:45]([C:42]3[N:43]=[CH:44][C:39]([N:36]4[CH2:37][CH2:38][CH:33]([C:31]([O:30][CH2:28][CH3:29])=[O:32])[CH2:34][CH2:35]4)=[N:40][CH:41]=3)=[O:46])[S:11][C:12]=2[CH2:13][N:14]2[CH2:19][CH2:18][CH2:17][C:16]([O:21][CH3:22])([CH3:20])[CH2:15]2)=[CH:4][C:3]=1[C:24]([F:25])([F:26])[F:27]. The catalyst class is: 12.